From a dataset of Forward reaction prediction with 1.9M reactions from USPTO patents (1976-2016). Predict the product of the given reaction. Given the reactants [Br:1][CH2:2][CH2:3][CH2:4][SiH2:5][O:6][CH3:7].[CH2:8]([Mg]Cl)[CH2:9][CH3:10].O1C[CH2:16][CH2:15][CH2:14]1, predict the reaction product. The product is: [Br:1][CH2:2][CH2:3][CH2:4][Si:5]([CH2:14][CH2:15][CH3:16])([CH2:8][CH2:9][CH3:10])[O:6][CH3:7].